This data is from Full USPTO retrosynthesis dataset with 1.9M reactions from patents (1976-2016). The task is: Predict the reactants needed to synthesize the given product. (1) Given the product [CH3:1][O:2][C:3](=[O:32])[C@@H:4]([N:27]1[CH:28]=[CH:29][CH:30]=[CH:31]1)[CH2:5][C:6]1[CH:7]=[CH:8][C:9]([CH2:12][CH2:13][CH2:14][N:15]2[CH2:16][CH2:17][CH:18]([C:21]3[CH:22]=[CH:23][CH:24]=[CH:25][CH:26]=3)[CH2:19][CH2:20]2)=[CH:10][CH:11]=1, predict the reactants needed to synthesize it. The reactants are: [CH3:1][O:2][C:3](=[O:32])[C@@H:4]([N:27]1[CH:31]=[CH:30][CH:29]=[CH:28]1)[CH2:5][C:6]1[CH:11]=[CH:10][C:9]([C:12]#[C:13][CH2:14][N:15]2[CH2:20][CH2:19][CH:18]([C:21]3[CH:26]=[CH:25][CH:24]=[CH:23][CH:22]=3)[CH2:17][CH2:16]2)=[CH:8][CH:7]=1.COC(=O)[C@@H](N1C=CC=C1)CC1C=CC(CCCN(C)C2C=CC=CC=2)=CC=1. (2) The reactants are: C[O:2][C@:3]1([C@@H:22]2[CH2:26][S:25][C:24](=[O:27])[N:23]2CC2C=CC(OC)=CC=2)[CH2:18][C@H:17]2[CH2:19][C@@H:5]([CH2:6][CH2:7][CH2:8][CH2:9][CH2:10][CH2:11][CH2:12][C:13]([CH3:21])=[CH:14][C:15](=[O:20])[O:16]2)[O:4]1.CO[C@]1([C@@H]2CSC(=O)N2CC2C=CC(OC)=CC=2)C[C@H]2C[C@@H](CCCC=CCCC(C)=CC(=O)O2)O1. Given the product [OH:2][C@:3]1([C@@H:22]2[CH2:26][S:25][C:24](=[O:27])[NH:23]2)[CH2:18][C@H:17]2[CH2:19][C@@H:5]([CH2:6][CH2:7][CH2:8][CH2:9][CH2:10][CH2:11][CH2:12][C:13]([CH3:21])=[CH:14][C:15](=[O:20])[O:16]2)[O:4]1, predict the reactants needed to synthesize it. (3) Given the product [CH3:1][O:2][C:3]1[CH:12]=[C:11]2[C:6]([CH2:7][CH2:8][CH:9]=[C:10]2[C:24]#[N:25])=[CH:5][CH:4]=1, predict the reactants needed to synthesize it. The reactants are: [CH3:1][O:2][C:3]1[CH:12]=[C:11]2[C:6]([CH2:7][CH2:8][CH2:9][C:10]2=O)=[CH:5][CH:4]=1.C1C=CC=CC=1.C[Si]([C:24]#[N:25])(C)C.P(Cl)(Cl)(Cl)=O. (4) Given the product [C:1]([O:6][CH:7]1[CH2:12][CH2:11][CH2:10][CH2:9][O:8]1)(=[O:5])[C:2]([CH3:4])=[CH2:3].[CH2:13]([O:17][C:18]1[CH:23]=[CH:22][C:21]([CH:24]=[CH2:25])=[CH:20][CH:19]=1)[CH:14]1[O:16][CH2:15]1.[C:26]([O:31][CH2:32][CH2:33][OH:34])(=[O:30])[C:27]([CH3:29])=[CH2:28].[CH3:15][O:16][CH2:14][CH2:13][O:17][CH2:18][CH2:19][O:47][CH2:45][CH3:44], predict the reactants needed to synthesize it. The reactants are: [C:1]([O:6][CH:7]1[CH2:12][CH2:11][CH2:10][CH2:9][O:8]1)(=[O:5])[C:2]([CH3:4])=[CH2:3].[CH2:13]([O:17][C:18]1[CH:23]=[CH:22][C:21]([CH:24]=[CH2:25])=[CH:20][CH:19]=1)[CH:14]1[O:16][CH2:15]1.[C:26]([O:31][CH2:32][CH2:33][OH:34])(=[O:30])[C:27]([CH3:29])=[CH2:28].N([C:44](C)(CC)[C:45]([O-:47])=O)=NC(C)(CC)C([O-])=O. (5) Given the product [NH2:28][C:29]1[C:34]([C:35]2[O:36][C:37]3[C:43]([C:44]([O:46][CH3:47])=[O:45])=[CH:42][CH:41]=[CH:40][C:38]=3[N:39]=2)=[CH:33][C:32]([C:9]2[CH:10]=[N:11][N:12]([CH:14]3[CH2:15][CH2:16][N:17]([C:20]([O:22][C:23]([CH3:24])([CH3:25])[CH3:26])=[O:21])[CH2:18][CH2:19]3)[CH:13]=2)=[CH:31][N:30]=1, predict the reactants needed to synthesize it. The reactants are: CC1(C)C(C)(C)OB([C:9]2[CH:10]=[N:11][N:12]([CH:14]3[CH2:19][CH2:18][N:17]([C:20]([O:22][C:23]([CH3:26])([CH3:25])[CH3:24])=[O:21])[CH2:16][CH2:15]3)[CH:13]=2)O1.[NH2:28][C:29]1[C:34]([C:35]2[O:36][C:37]3[C:43]([C:44]([O:46][CH3:47])=[O:45])=[CH:42][CH:41]=[CH:40][C:38]=3[N:39]=2)=[CH:33][C:32](Br)=[CH:31][N:30]=1.[F-].[Cs+]. (6) Given the product [NH2:1][C:2]1[C:11]([C:12]([OH:14])=[O:13])=[C:10]2[C:5]([CH:6]3[CH2:16][CH:7]3[CH2:8][O:9]2)=[CH:4][CH:3]=1, predict the reactants needed to synthesize it. The reactants are: [NH2:1][C:2]1[C:11]([C:12]([O:14]C)=[O:13])=[C:10]2[C:5]([CH:6]3[CH2:16][CH:7]3[CH2:8][O:9]2)=[CH:4][CH:3]=1.O.[OH-].[Li+]. (7) Given the product [C:18]1([Si:24]([O:42][CH2:38][CH2:39][CH3:40])([O:31][CH2:32][CH2:33][CH3:5])[O:46][CH2:1][CH2:2][CH3:3])[CH:19]=[CH:20][CH:21]=[CH:22][CH:23]=1, predict the reactants needed to synthesize it. The reactants are: [CH3:1][CH:2](O)[CH3:3].[CH3:5]CO[Si](OCC)(OCC)OCC.[C:18]1([Si:24]([O:31][CH2:32][CH3:33])(OCC)OCC)[CH:23]=[CH:22][CH:21]=[CH:20][CH:19]=1.[N+]([O-])(O)=O.[CH2:38]([OH:42])[CH2:39][CH2:40]C.C(O)C.[OH2:46]. (8) Given the product [CH3:1][C:2]1[NH:3][C:4]2[C:9]([CH:10]=1)=[CH:8][C:7]([CH:11]=[O:15])=[CH:6][CH:5]=2, predict the reactants needed to synthesize it. The reactants are: [CH3:1][C:2]1[NH:3][C:4]2[C:9]([CH:10]=1)=[CH:8][C:7]([C:11]#N)=[CH:6][CH:5]=2.O.[PH2]([O-])=[O:15].[Na+].N1C=CC=CC=1. (9) Given the product [Br:3][C:4]1[CH:5]=[N:6][CH:7]=[C:8]([CH:13]=1)[C:9]([CH:17]1[CH2:18][CH2:19][N:15]([CH3:14])[C:16]1=[O:20])=[O:11], predict the reactants needed to synthesize it. The reactants are: [H-].[Na+].[Br:3][C:4]1[CH:5]=[N:6][CH:7]=[C:8]([CH:13]=1)[C:9]([O:11]C)=O.[CH3:14][N:15]1[CH2:19][CH2:18][CH2:17][C:16]1=[O:20].[Cl-].[NH4+]. (10) Given the product [CH:14]1([NH:15][C:29](=[O:31])[CH2:28][N:27]([CH3:25])[C:56]([C:41]2[CH:42]=[C:43]3[C:38](=[CH:39][CH:40]=2)[N:37]([S:34]([CH2:32][CH3:33])(=[O:36])=[O:35])[C:49]2[CH2:48][CH2:47][CH:46]([CH:50]4[CH2:51][CH2:52][O:53][CH2:54][CH2:55]4)[CH2:45][C:44]3=2)=[O:58])[CH2:12][CH2:13]1, predict the reactants needed to synthesize it. The reactants are: CN(C(ON1N=NC2[CH:12]=[CH:13][CH:14]=[N:15]C1=2)=[N+](C)C)C.F[P-](F)(F)(F)(F)F.[CH2:25]([NH:27][CH2:28][C:29]([OH:31])=O)C.[CH2:32]([S:34]([N:37]1[C:49]2[CH2:48][CH2:47][CH:46]([CH:50]3[CH2:55][CH2:54][O:53][CH2:52][CH2:51]3)[CH2:45][C:44]=2[C:43]2[C:38]1=[CH:39][CH:40]=[C:41]([C:56]([OH:58])=O)[CH:42]=2)(=[O:36])=[O:35])[CH3:33].C(N(CC)C(C)C)(C)C.